From a dataset of Peptide-MHC class II binding affinity with 134,281 pairs from IEDB. Regression. Given a peptide amino acid sequence and an MHC pseudo amino acid sequence, predict their binding affinity value. This is MHC class II binding data. (1) The peptide sequence is IDEVVAAFREARLRH. The MHC is DRB1_0901 with pseudo-sequence DRB1_0901. The binding affinity (normalized) is 0.280. (2) The peptide sequence is CSSSPTILDNYTQCI. The MHC is DRB1_0101 with pseudo-sequence DRB1_0101. The binding affinity (normalized) is 0.695.